This data is from Reaction yield outcomes from USPTO patents with 853,638 reactions. The task is: Predict the reaction yield, written as a fraction of the theoretical maximum amount of product (1.0 means a 100% yield; for example, 0.34 means a 34% yield). (1) The reactants are Cl.[N:2]1[N:3]=[CH:4][N:5]2[CH:10]=[CH:9][N:8]=[C:7]([N:11]3[CH2:15][CH2:14][C@H:13]([NH2:16])[CH2:12]3)[C:6]=12.[CH:17]([C:20]1[CH:21]=[N:22][C:23]([C:26](O)=[O:27])=[N:24][CH:25]=1)([CH3:19])[CH3:18].C(N(CC)C(C)C)C.CN(C(ON1N=NC2C=CC=NC1=2)=[N+](C)C)C.F[P-](F)(F)(F)(F)F. The catalyst is CN(C=O)C.C(OCC)(=O)C. The product is [N:2]1[N:3]=[CH:4][N:5]2[CH:10]=[CH:9][N:8]=[C:7]([N:11]3[CH2:15][CH2:14][C@H:13]([NH:16][C:26]([C:23]4[N:22]=[CH:21][C:20]([CH:17]([CH3:19])[CH3:18])=[CH:25][N:24]=4)=[O:27])[CH2:12]3)[C:6]=12. The yield is 0.0500. (2) The catalyst is C1COCC1. The reactants are [N:1]([CH2:4][C:5]1[CH:10]=[CH:9][C:8]([CH2:11][OH:12])=[CH:7][CH:6]=1)=[N+]=[N-].C1C=CC(P(C2C=CC=CC=2)C2C=CC=CC=2)=CC=1.O. The product is [NH2:1][CH2:4][C:5]1[CH:10]=[CH:9][C:8]([CH2:11][OH:12])=[CH:7][CH:6]=1. The yield is 0.850. (3) The reactants are [C:1]1(B(O)O)[CH:6]=[CH:5][CH:4]=[CH:3][CH:2]=1.Br[C:11]1[CH:12]=[C:13]2[O:19][C:18]([N:20]3[CH:26]4[CH2:27][CH2:28][N:23]([CH2:24][CH2:25]4)[CH2:22][CH2:21]3)=[N:17][C:14]2=[N:15][CH:16]=1. No catalyst specified. The product is [C:1]1([C:11]2[CH:12]=[C:13]3[O:19][C:18]([N:20]4[CH:26]5[CH2:25][CH2:24][N:23]([CH2:28][CH2:27]5)[CH2:22][CH2:21]4)=[N:17][C:14]3=[N:15][CH:16]=2)[CH:6]=[CH:5][CH:4]=[CH:3][CH:2]=1. The yield is 0.270. (4) The reactants are [C:1]([O:5][CH3:6])(=[O:4])[CH2:2][SH:3].Cl[C:8]1[CH:17]=[CH:16][C:15]([N+:18]([O-:20])=[O:19])=[CH:14][C:9]=1[C:10](OC)=[O:11].CCN(CC)CC.Cl. The catalyst is CO. The product is [OH:11][C:10]1[C:9]2[CH:14]=[C:15]([N+:18]([O-:20])=[O:19])[CH:16]=[CH:17][C:8]=2[S:3][C:2]=1[C:1]([O:5][CH3:6])=[O:4]. The yield is 0.880.